This data is from Forward reaction prediction with 1.9M reactions from USPTO patents (1976-2016). The task is: Predict the product of the given reaction. Given the reactants [OH-].[Na+:2].[CH2:3]([C:5]1[CH:34]=[C:33]([C:35]2[CH:40]=[CH:39][C:38]([F:41])=[CH:37][CH:36]=2)[C:32]([OH:42])=[CH:31][C:6]=1[O:7][CH2:8][CH2:9][CH2:10][O:11][C:12]1[C:13]([CH2:28][CH2:29][CH3:30])=[C:14]([NH:18][C:19](=[O:27])[CH2:20][C:21]([CH3:26])([CH3:25])[C:22]([OH:24])=[O:23])[CH:15]=[CH:16][CH:17]=1)[CH3:4].O, predict the reaction product. The product is: [CH2:3]([C:5]1[CH:34]=[C:33]([C:35]2[CH:36]=[CH:37][C:38]([F:41])=[CH:39][CH:40]=2)[C:32]([OH:42])=[CH:31][C:6]=1[O:7][CH2:8][CH2:9][CH2:10][O:11][C:12]1[C:13]([CH2:28][CH2:29][CH3:30])=[C:14]([NH:18][C:19](=[O:27])[CH2:20][C:21]([CH3:26])([CH3:25])[C:22]([O-:24])=[O:23])[CH:15]=[CH:16][CH:17]=1)[CH3:4].[Na+:2].